From a dataset of Reaction yield outcomes from USPTO patents with 853,638 reactions. Predict the reaction yield, written as a fraction of the theoretical maximum amount of product (1.0 means a 100% yield; for example, 0.34 means a 34% yield). (1) The reactants are OC(C(F)(F)F)=O.[NH:8]1[CH2:12][CH2:11][CH:10]([O:13][C:14]2[CH:19]=[CH:18][CH:17]=[CH:16][C:15]=2[NH:20][C:21]2[C:22]3[CH:29]=[CH:28][S:27][C:23]=3[N:24]=[CH:25][N:26]=2)[CH2:9]1.CCN(C(C)C)C(C)C.[CH3:39][S:40](Cl)(=[O:42])=[O:41]. The catalyst is C(Cl)Cl.[OH-].[Na+]. The product is [CH3:39][S:40]([N:8]1[CH2:12][CH2:11][CH:10]([O:13][C:14]2[CH:19]=[CH:18][CH:17]=[CH:16][C:15]=2[NH:20][C:21]2[C:22]3[CH:29]=[CH:28][S:27][C:23]=3[N:24]=[CH:25][N:26]=2)[CH2:9]1)(=[O:42])=[O:41]. The yield is 0.260. (2) The reactants are [C:1]1([O:7][P:8]([CH2:17][C:18]([CH3:41])=[CH:19][CH2:20][C:21]2[C:22]([O:34][CH2:35][CH2:36][Si:37]([CH3:40])([CH3:39])[CH3:38])=[C:23]3[C:27](=[C:28]([CH3:32])[C:29]=2[O:30][CH3:31])[CH2:26][O:25][C:24]3=[O:33])(=[O:16])[O:9]C2C=CC=CC=2)[CH:6]=[CH:5][CH:4]=[CH:3][CH:2]=1.[OH-].[Na+].CCOC(C)=O. The catalyst is C1COCC1. The product is [C:1]1([O:7][P:8]([CH2:17][C:18]([CH3:41])=[CH:19][CH2:20][C:21]2[C:22]([O:34][CH2:35][CH2:36][Si:37]([CH3:40])([CH3:38])[CH3:39])=[C:23]3[C:27](=[C:28]([CH3:32])[C:29]=2[O:30][CH3:31])[CH2:26][O:25][C:24]3=[O:33])(=[O:9])[OH:16])[CH:2]=[CH:3][CH:4]=[CH:5][CH:6]=1. The yield is 0.380. (3) The reactants are [CH3:1][O:2][C:3]1[C:21]([N+:22]([O-:24])=[O:23])=[CH:20][C:6]2[N:7]([CH3:19])[C:8](=[O:18])[CH2:9][N:10](C(=O)C(F)(F)F)[CH2:11][C:5]=2[CH:4]=1.N. The catalyst is CO. The product is [CH3:1][O:2][C:3]1[C:21]([N+:22]([O-:24])=[O:23])=[CH:20][C:6]2[N:7]([CH3:19])[C:8](=[O:18])[CH2:9][NH:10][CH2:11][C:5]=2[CH:4]=1. The yield is 0.770. (4) The reactants are [NH2:1][C@H:2]([C:41]1[CH:46]=[CH:45][CH:44]=[CH:43][C:42]=1[OH:47])[CH2:3][N:4]1[C:9](=[O:10])[C:8]([N:11]2[CH2:16][CH2:15][N:14]([CH2:17][C:18]3[O:19][C:20]([C:23]([F:26])([F:25])[F:24])=[CH:21][CH:22]=3)[CH2:13][CH2:12]2)=[C:7]([CH3:27])[N:6]([CH2:28][C:29]2[C:34]([C:35]([F:38])([F:37])[F:36])=[CH:33][CH:32]=[CH:31][C:30]=2[F:39])[C:5]1=[O:40].[CH3:48][O:49][C:50](=[O:55])[CH2:51][CH2:52][CH:53]=O.C(O[BH-](OC(=O)C)OC(=O)C)(=O)C.[Na+].C(=O)(O)[O-].[Na+]. No catalyst specified. The product is [CH3:48][O:49][C:50](=[O:55])[CH2:51][CH2:52][CH2:53][NH:1][C@H:2]([C:41]1[CH:46]=[CH:45][CH:44]=[CH:43][C:42]=1[OH:47])[CH2:3][N:4]1[C:9](=[O:10])[C:8]([N:11]2[CH2:16][CH2:15][N:14]([CH2:17][C:18]3[O:19][C:20]([C:23]([F:25])([F:24])[F:26])=[CH:21][CH:22]=3)[CH2:13][CH2:12]2)=[C:7]([CH3:27])[N:6]([CH2:28][C:29]2[C:34]([C:35]([F:38])([F:36])[F:37])=[CH:33][CH:32]=[CH:31][C:30]=2[F:39])[C:5]1=[O:40]. The yield is 0.530.